From a dataset of Reaction yield outcomes from USPTO patents with 853,638 reactions. Predict the reaction yield, written as a fraction of the theoretical maximum amount of product (1.0 means a 100% yield; for example, 0.34 means a 34% yield). (1) The reactants are O.[OH-].[Li+].[O:4]=[S:5]1(=[O:25])[C:10]2[CH:11]=[CH:12][CH:13]=[CH:14][C:9]=2[CH:8]([C:15]2[CH:24]=[CH:23][C:18]([C:19]([O:21]C)=[O:20])=[CH:17][CH:16]=2)[CH2:7][CH2:6]1. The catalyst is O.C1COCC1.CO. The product is [O:4]=[S:5]1(=[O:25])[C:10]2[CH:11]=[CH:12][CH:13]=[CH:14][C:9]=2[CH:8]([C:15]2[CH:24]=[CH:23][C:18]([C:19]([OH:21])=[O:20])=[CH:17][CH:16]=2)[CH2:7][CH2:6]1. The yield is 0.980. (2) The reactants are [S:1]([N:17](S(C1C2C=CC=C(N(C)C)C=2C=CC=1)(=O)=O)[CH2:18][CH2:19][S:20][S:21][CH2:22][CH2:23][NH2:24])([C:4]1[C:16]2[CH:15]=[CH:14][CH:13]=[C:9]([N:10]([CH3:12])[CH3:11])[C:8]=2[CH:7]=[CH:6][CH:5]=1)(=[O:3])=[O:2].C(C(O)=O)CP(CCC(O)=O)CCC(O)=O.Br[C:58]1[C:59]([NH:61][C:62](=[O:64])[CH:63]=1)=[O:60]. The catalyst is CO. The product is [S:1]([NH:17][CH2:18][CH2:19][S:20][S:21][CH2:22][CH2:23][NH2:24])([C:4]1[C:16]2[CH:15]=[CH:14][CH:13]=[C:9]([N:10]([CH3:12])[CH3:11])[C:8]=2[CH:7]=[CH:6][CH:5]=1)(=[O:2])=[O:3].[C:59]1(=[O:60])[NH:61][C:62](=[O:64])[CH:63]=[CH:58]1. The yield is 0.550. (3) The reactants are BrC1C=C(C(C2C=C(O)C=CC=2)(C)C)C=C([N+]([O-])=O)C=1.[I:21][C:22]1[CH:27]=[C:26]([N+:28]([O-:30])=[O:29])[CH:25]=[C:24]([C:31]([C:34]2[CH:39]=[C:38]([O:40][C:41]([F:44])([F:43])[F:42])[CH:37]=[C:36]([O:45]C)[CH:35]=2)([CH3:33])[CH3:32])[CH:23]=1. No catalyst specified. The product is [I:21][C:22]1[CH:23]=[C:24]([C:31]([C:34]2[CH:35]=[C:36]([OH:45])[CH:37]=[C:38]([O:40][C:41]([F:43])([F:44])[F:42])[CH:39]=2)([CH3:32])[CH3:33])[CH:25]=[C:26]([N+:28]([O-:30])=[O:29])[CH:27]=1. The yield is 0.800. (4) The reactants are [CH2:1]([O:3][C:4](=[O:18])[C:5]1[CH:10]=[CH:9][C:8]([N:11]2[CH2:16][CH2:15][CH:14](O)[CH2:13][CH2:12]2)=[CH:7][CH:6]=1)[CH3:2].CCN(S(F)(F)[F:25])CC. The catalyst is ClCCl. The product is [CH2:1]([O:3][C:4](=[O:18])[C:5]1[CH:10]=[CH:9][C:8]([N:11]2[CH2:16][CH2:15][CH:14]([F:25])[CH2:13][CH2:12]2)=[CH:7][CH:6]=1)[CH3:2]. The yield is 0.560.